From a dataset of Reaction yield outcomes from USPTO patents with 853,638 reactions. Predict the reaction yield, written as a fraction of the theoretical maximum amount of product (1.0 means a 100% yield; for example, 0.34 means a 34% yield). (1) The catalyst is CCO.[Pd]. The reactants are [C:1]([O:5][C:6](=[O:37])[NH:7][C:8]1([C:16]#[C:17][C:18]2[CH:23]=[CH:22][C:21]([S:24](=[O:36])(=[O:35])[NH:25][CH:26]3[CH2:31][CH2:30][CH:29]4[CH2:32][CH:27]3[C:28]4([CH3:34])[CH3:33])=[CH:20][CH:19]=2)[CH2:13][O:12][C:11]([CH3:15])([CH3:14])[O:10][CH2:9]1)([CH3:4])([CH3:3])[CH3:2]. The yield is 0.870. The product is [CH3:33][C:28]1([CH3:34])[CH:27]2[CH2:32][CH:29]1[CH2:30][CH2:31][CH:26]2[NH:25][S:24]([C:21]1[CH:20]=[CH:19][C:18]([CH2:17][CH2:16][C:8]2([NH:7][C:6](=[O:37])[O:5][C:1]([CH3:4])([CH3:3])[CH3:2])[CH2:13][O:12][C:11]([CH3:14])([CH3:15])[O:10][CH2:9]2)=[CH:23][CH:22]=1)(=[O:36])=[O:35]. (2) The reactants are [Cl:1][C:2]1[CH:3]=[C:4]([NH:16][C:17]2[C:26]3[C:21](=[CH:22][CH:23]=[C:24]([O:27][CH:28]4[CH2:31][N:30](C(OC(C)(C)C)=O)[CH2:29]4)[CH:25]=3)[N:20]=[CH:19][N:18]=2)[CH:5]=[CH:6][C:7]=1[O:8][CH2:9][C:10]1[CH:15]=[CH:14][CH:13]=[CH:12][N:11]=1.FC(F)(F)C(O)=O. The catalyst is C(Cl)Cl. The product is [NH:30]1[CH2:29][CH:28]([O:27][C:24]2[CH:25]=[C:26]3[C:21](=[CH:22][CH:23]=2)[N:20]=[CH:19][N:18]=[C:17]3[NH:16][C:4]2[CH:5]=[CH:6][C:7]([O:8][CH2:9][C:10]3[CH:15]=[CH:14][CH:13]=[CH:12][N:11]=3)=[C:2]([Cl:1])[CH:3]=2)[CH2:31]1. The yield is 0.800. (3) The reactants are CS(C)=O.[Br:5][C:6]1[CH:7]=[C:8]([CH:11]=[CH:12][C:13]=1[OH:14])[CH:9]=O.[NH2:15][C:16]1[CH:21]=[C:20]([Cl:22])[CH:19]=[CH:18][C:17]=1[SH:23].C(OCC)(=O)C. The catalyst is O. The product is [Br:5][C:6]1[CH:7]=[C:8]([C:9]2[S:23][C:17]3[CH:18]=[CH:19][C:20]([Cl:22])=[CH:21][C:16]=3[N:15]=2)[CH:11]=[CH:12][C:13]=1[OH:14]. The yield is 0.176. (4) The reactants are [Cl:1][C:2]1[CH:3]=[CH:4][C:5]([N:8]=[CH:9]N(C)C)=[N:6][CH:7]=1.Br[CH2:14][C:15]#[N:16].C(N(C(C)C)CC)(C)C. The catalyst is C(#N)C. The product is [Cl:1][C:2]1[CH:3]=[CH:4][C:5]2[N:6]([C:14]([C:15]#[N:16])=[CH:9][N:8]=2)[CH:7]=1. The yield is 0.510. (5) The reactants are [C:1]([O:4][C@H:5]1[CH2:9][C@H:8]([N:10]2[CH:18]=[N:17][C:16]3[C:11]2=[N:12][CH:13]=[N:14][C:15]=3Br)[O:7][C@@H:6]1[CH2:20][O:21][Si:22]([C:25]([CH3:28])([CH3:27])[CH3:26])([CH3:24])[CH3:23])(=[O:3])[CH3:2].CCN(C(C)C)C(C)C.[C:38]1([C:44]#[CH:45])[CH:43]=[CH:42][CH:41]=[CH:40][CH:39]=1. The catalyst is CN(C=O)C.[Cu]I.Cl[Pd](Cl)([P](C1C=CC=CC=1)(C1C=CC=CC=1)C1C=CC=CC=1)[P](C1C=CC=CC=1)(C1C=CC=CC=1)C1C=CC=CC=1. The product is [C:1]([O:4][C@H:5]1[CH2:9][C@H:8]([N:10]2[CH:18]=[N:17][C:16]3[C:11]2=[N:12][CH:13]=[N:14][C:15]=3[C:45]#[C:44][C:38]2[CH:43]=[CH:42][CH:41]=[CH:40][CH:39]=2)[O:7][C@@H:6]1[CH2:20][O:21][Si:22]([C:25]([CH3:28])([CH3:27])[CH3:26])([CH3:24])[CH3:23])(=[O:3])[CH3:2]. The yield is 0.910.